From a dataset of Catalyst prediction with 721,799 reactions and 888 catalyst types from USPTO. Predict which catalyst facilitates the given reaction. (1) Reactant: C[O:2][C:3](=[O:35])[CH2:4][C:5]1[CH:14]=[C:13]([CH:15]2[CH2:20][CH2:19][N:18]([S:21]([C:24]3[CH:29]=[CH:28][CH:27]=[C:26]([S:30]([CH3:33])(=[O:32])=[O:31])[CH:25]=3)(=[O:23])=[O:22])[CH2:17][CH2:16]2)[C:12]2[C:7](=[CH:8][CH:9]=[C:10]([F:34])[CH:11]=2)[CH:6]=1.O.[OH-].[Li+]. Product: [F:34][C:10]1[CH:11]=[C:12]2[C:7](=[CH:8][CH:9]=1)[CH:6]=[C:5]([CH2:4][C:3]([OH:35])=[O:2])[CH:14]=[C:13]2[CH:15]1[CH2:16][CH2:17][N:18]([S:21]([C:24]2[CH:29]=[CH:28][CH:27]=[C:26]([S:30]([CH3:33])(=[O:32])=[O:31])[CH:25]=2)(=[O:22])=[O:23])[CH2:19][CH2:20]1. The catalyst class is: 20. (2) Reactant: C(OC([N:8]1[CH2:13][CH2:12][NH:11][CH2:10][CH2:9]1)=O)(C)(C)C.CCN(C(C)C)C(C)C.[C:23]1([S:29]([Cl:32])(=[O:31])=[O:30])[CH:28]=[CH:27][CH:26]=[CH:25][CH:24]=1.S(Cl)(Cl)(=O)=O. Product: [ClH:32].[C:23]1([S:29]([N:8]2[CH2:9][CH2:10][NH:11][CH2:12][CH2:13]2)(=[O:31])=[O:30])[CH:28]=[CH:27][CH:26]=[CH:25][CH:24]=1. The catalyst class is: 10.